Dataset: Forward reaction prediction with 1.9M reactions from USPTO patents (1976-2016). Task: Predict the product of the given reaction. (1) Given the reactants [Cl:1][S:2]([OH:5])(=O)=[O:3].[O-]S([O-])(=O)=O.[Na+].[Na+].[CH3:13][N:14]1[C:22]2[C:17](=[CH:18][C:19]([N+:23]([O-:25])=[O:24])=[CH:20][CH:21]=2)[CH:16]=[CH:15]1.O, predict the reaction product. The product is: [CH3:13][N:14]1[C:22]2[C:17](=[CH:18][C:19]([N+:23]([O-:25])=[O:24])=[CH:20][CH:21]=2)[C:16]([S:2]([Cl:1])(=[O:5])=[O:3])=[CH:15]1. (2) Given the reactants Br[C:2]1[CH:11]=[CH:10][C:9]2[N:8]=[CH:7][C:6]3[N:12]([CH3:23])[C:13](=[O:22])[N:14]([C:15]4[C:16]([CH3:21])=[N:17][N:18]([CH3:20])[CH:19]=4)[C:5]=3[C:4]=2[CH:3]=1.[CH3:24][O:25][CH2:26][CH2:27][N:28]1[C:36]2[C:31](=[N:32][CH:33]=[C:34](B3OC(C)(C)C(C)(C)O3)[CH:35]=2)[N:30]([CH3:46])[C:29]1=[O:47], predict the reaction product. The product is: [CH3:20][N:18]1[CH:19]=[C:15]([N:14]2[C:5]3[C:4]4[CH:3]=[C:2]([C:34]5[CH:35]=[C:36]6[N:28]([CH2:27][CH2:26][O:25][CH3:24])[C:29](=[O:47])[N:30]([CH3:46])[C:31]6=[N:32][CH:33]=5)[CH:11]=[CH:10][C:9]=4[N:8]=[CH:7][C:6]=3[N:12]([CH3:23])[C:13]2=[O:22])[C:16]([CH3:21])=[N:17]1. (3) Given the reactants [CH3:1][C:2]1[C:7]([CH:8]=[O:9])=[CH:6][CH:5]=[C:4]([C:10]2[CH:15]=[CH:14][CH:13]=[C:12]([C:16]([F:19])([F:18])[F:17])[CH:11]=2)[N:3]=1.[CH2:20]([Mg]Cl)[CH2:21][CH3:22], predict the reaction product. The product is: [CH3:1][C:2]1[C:7]([CH:8]([OH:9])[CH2:20][CH2:21][CH3:22])=[CH:6][CH:5]=[C:4]([C:10]2[CH:15]=[CH:14][CH:13]=[C:12]([C:16]([F:17])([F:19])[F:18])[CH:11]=2)[N:3]=1. (4) Given the reactants C([N-]C(C)C)(C)C.[Li+].[CH2:9]([N:16]1[CH2:21][CH2:20][CH:19]([N:22]2[CH:26]=[C:25]([Br:27])[CH:24]=[N:23]2)[CH2:18][CH2:17]1)[C:10]1[CH:15]=[CH:14][CH:13]=[CH:12][CH:11]=1.[F:28]N(S(C1C=CC=CC=1)(=O)=O)S(C1C=CC=CC=1)(=O)=O, predict the reaction product. The product is: [CH2:9]([N:16]1[CH2:21][CH2:20][CH:19]([N:22]2[C:26]([F:28])=[C:25]([Br:27])[CH:24]=[N:23]2)[CH2:18][CH2:17]1)[C:10]1[CH:15]=[CH:14][CH:13]=[CH:12][CH:11]=1. (5) The product is: [CH3:1][C:2]1[CH:7]=[CH:6][C:5]([CH3:8])=[CH:4][C:3]=1[C:9]1[N:10]=[C:11]([N:29]2[CH2:34][CH2:33][N:32]([CH2:37][C:38]([NH2:40])=[O:39])[CH2:31][C@H:30]2[CH3:35])[C:12]2[CH2:18][N:17]([C:19]3[CH:24]=[C:23]([CH:25]([CH3:27])[CH3:26])[CH:22]=[CH:21][C:20]=3[CH3:28])[CH2:16][CH2:15][C:13]=2[N:14]=1. Given the reactants [CH3:1][C:2]1[CH:7]=[CH:6][C:5]([CH3:8])=[CH:4][C:3]=1[C:9]1[N:10]=[C:11]([N:29]2[CH2:34][CH2:33][NH:32][CH2:31][C@H:30]2[CH3:35])[C:12]2[CH2:18][N:17]([C:19]3[CH:24]=[C:23]([CH:25]([CH3:27])[CH3:26])[CH:22]=[CH:21][C:20]=3[CH3:28])[CH2:16][CH2:15][C:13]=2[N:14]=1.Br[CH2:37][C:38]([NH2:40])=[O:39].CCN(C(C)C)C(C)C, predict the reaction product. (6) Given the reactants [NH:1]1[C:5]([C:6]2[CH:7]=[C:8]([CH:10]=[CH:11][CH:12]=2)[NH2:9])=[N:4][N:3]=[N:2]1.[NH:13]1[C:21]2[C:16](=[CH:17][CH:18]=[C:19]([C:22](O)=[O:23])[CH:20]=2)[CH:15]=[N:14]1, predict the reaction product. The product is: [NH:4]1[C:5]([C:6]2[CH:7]=[C:8]([NH:9][C:22]([C:19]3[CH:20]=[C:21]4[C:16]([CH:15]=[N:14][NH:13]4)=[CH:17][CH:18]=3)=[O:23])[CH:10]=[CH:11][CH:12]=2)=[N:1][N:2]=[N:3]1. (7) Given the reactants [H-].[Na+].[C:3]([O:7][C:8]([N:10]1[CH2:16][CH2:15][CH2:14][N:13]([C:17]2[NH:25][C:24]3[C:23](=[O:26])[N:22]([CH3:27])[C:21](=[O:28])[N:20]([CH3:29])[C:19]=3[C:18]=2[C:30](=[O:34])[N:31]([CH3:33])[CH3:32])[CH2:12][CH2:11]1)=[O:9])([CH3:6])([CH3:5])[CH3:4].Br[CH2:36][C:37]#[C:38][CH3:39], predict the reaction product. The product is: [C:3]([O:7][C:8]([N:10]1[CH2:16][CH2:15][CH2:14][N:13]([C:17]2[N:25]([CH2:36][C:37]#[C:38][CH3:39])[C:24]3[C:23](=[O:26])[N:22]([CH3:27])[C:21](=[O:28])[N:20]([CH3:29])[C:19]=3[C:18]=2[C:30](=[O:34])[N:31]([CH3:32])[CH3:33])[CH2:12][CH2:11]1)=[O:9])([CH3:6])([CH3:5])[CH3:4]. (8) Given the reactants Cl[C:2]1[C:11]([CH2:12][C:13]([F:16])([F:15])[F:14])=[C:10]([Cl:17])[C:9]2[C:4](=[CH:5][CH:6]=[C:7]([C:18]([OH:36])([C:30]3[N:34]([CH3:35])[N:33]=[N:32][CH:31]=3)[CH:19]3[CH2:22][N:21]([C:23]([O:25][C:26]([CH3:29])([CH3:28])[CH3:27])=[O:24])[CH2:20]3)[CH:8]=2)[N:3]=1.[CH3:37][O-:38].[Na+], predict the reaction product. The product is: [Cl:17][C:10]1[C:9]2[C:4](=[CH:5][CH:6]=[C:7]([C:18]([OH:36])([C:30]3[N:34]([CH3:35])[N:33]=[N:32][CH:31]=3)[CH:19]3[CH2:22][N:21]([C:23]([O:25][C:26]([CH3:28])([CH3:29])[CH3:27])=[O:24])[CH2:20]3)[CH:8]=2)[N:3]=[C:2]([O:38][CH3:37])[C:11]=1[CH2:12][C:13]([F:16])([F:15])[F:14]. (9) Given the reactants C(OC(OC(OC(C)(C)C)=O)=O)(C)(C)C.[OH-].[Na+].[H-].[Na+].[Br:20][C:21]1[CH:29]=[C:28]2[C:24]([C:25]([C:30]([O:32][C:33]([CH3:36])([CH3:35])[CH3:34])=[O:31])=[N:26][NH:27]2)=[CH:23][CH:22]=1.C([Li])CCC.CCCCC.[O:47]1[CH2:52][CH2:51][C:50](=[O:53])[CH2:49][CH2:48]1, predict the reaction product. The product is: [Br:20][C:21]1[CH:29]=[C:28]2[C:24]([C:25]([C:30]([O:32][C:33]([CH3:36])([CH3:35])[CH3:34])=[O:31])=[N:26][NH:27]2)=[CH:23][CH:22]=1.[C:33]([O:32][C:30]([C:25]1[C:24]2[C:28](=[CH:29][C:21]([C:50]3([OH:53])[CH2:51][CH2:52][O:47][CH2:48][CH2:49]3)=[CH:22][CH:23]=2)[NH:27][N:26]=1)=[O:31])([CH3:36])([CH3:35])[CH3:34]. (10) Given the reactants [CH3:1][Si](C=[N+]=[N-])(C)C.[OH:8][C:9]1[C:10](=[O:39])[N:11]([C:32]2[N:33]=[N:34][C:35]([CH3:38])=[CH:36][CH:37]=2)[CH:12]([C:23]2[CH:28]=[CH:27][C:26]([CH:29]([CH3:31])[CH3:30])=[CH:25][CH:24]=2)[C:13]=1[C:14](=[O:22])[C:15]1[CH:20]=[CH:19][C:18]([CH3:21])=[CH:17][CH:16]=1, predict the reaction product. The product is: [CH:29]([C:26]1[CH:27]=[CH:28][C:23]([CH:12]2[N:11]([C:32]3[N:33]=[N:34][C:35]([CH3:38])=[CH:36][CH:37]=3)[C:10](=[O:39])[C:9]([O:8][CH3:1])=[C:13]2[C:14](=[O:22])[C:15]2[CH:16]=[CH:17][C:18]([CH3:21])=[CH:19][CH:20]=2)=[CH:24][CH:25]=1)([CH3:31])[CH3:30].